This data is from Experimentally validated miRNA-target interactions with 360,000+ pairs, plus equal number of negative samples. The task is: Binary Classification. Given a miRNA mature sequence and a target amino acid sequence, predict their likelihood of interaction. (1) The miRNA is hsa-miR-6821-5p with sequence GUGCGUGGUGGCUCGAGGCGGGG. The protein sequence of the target gene is MSLGRLCRLLKPALLCGALAAPGLAGTMCASRDDWRCARSMHEFSAKDIDGHMVNLDKYRGFVCIVTNVASQUGKTEVNYTQLVDLHARYAECGLRILAFPCNQFGKQEPGSNEEIKEFAAGYNVKFDMFSKICVNGDDAHPLWKWMKIQPKGKGILGNAIKWNFTKFLIDKNGCVVKRYGPMEEPLVIEKDLPHYF. Result: 0 (no interaction). (2) The protein sequence of the target gene is MQSSPSPAHPQLPVLQTQMVSDGMTGSNPVSPASSSSPASSGAGGISPQHIAQDSSLDGPPGPPDGATVPLEGFSLSQAADLANKGPKWEKSHAEIAEQAKHEAEIETRIAELRKEGFWSLKRLPKVPEPPRPKGHWDYLCEEMQWLSADFAQERRWKRGVARKVVRMVIRHHEEQRQKEERARREEQAKLRRIASTMAKDVRQFWSNVEKVVQFKQQSRLEEKRKKALDLHLDFIVGQTEKYSDLLSQSLNQPLTSSKAGSSPCLGSSSAASSPPPPASRLDDEDGDFQPQEDEEEDDE.... The miRNA is hsa-miR-3188 with sequence AGAGGCUUUGUGCGGAUACGGGG. Result: 1 (interaction). (3) The miRNA is hsa-miR-4763-5p with sequence CGCCUGCCCAGCCCUCCUGCU. The protein sequence of the target gene is MAANKSKGQSSLALHKVIMVGSGGVGKSALTLQFMYDEFVEDYEPTKADSYRKKVVLDGEEVQIDILDTAGQEDYAAIRDNYFRSGEGFLLVFSITEHESFTATAEFREQILRVKAEEDKIPLLVVGNKSDLEERRQVPVEEARSKAEEWGVQYVETSAKTRANVDKVFFDLMREIRTKKMSENKDKNGKKSSKNKKSFKERCCLL. Result: 0 (no interaction). (4) The miRNA is hsa-miR-26b-5p with sequence UUCAAGUAAUUCAGGAUAGGU. Result: 1 (interaction). The protein sequence of the target gene is MAGVLKKTTGLVGLAVCNTPHERLRILYTKILDVLEEIPKNAAYRKYTEQITNEKLAMVKAEPDVKKLEDQLQGGQLEEVILQAEHELNLARKMREWKLWEPLVEEPPADQWKWPI. (5) The miRNA is hsa-miR-2116-3p with sequence CCUCCCAUGCCAAGAACUCCC. The protein sequence of the target gene is MASNFKKANMASSSQRKRMSPKPELTEEQKQEIREAFDLFDADGTGTIDVKELKVAMRALGFEPKKEEIKKMISEIDKEGTGKMNFGDFLTVMTQKMSEKDTKEEILKAFKLFDDDETGKISFKNLKRVAKELGENLTDEELQEMIDEADRDGDGEVSEQEFLRIMKKTSLY. Result: 0 (no interaction). (6) The miRNA is hsa-miR-4774-3p with sequence AUUGCCUAACAUGUGCCAGAA. The protein sequence of the target gene is MPADIMEKNSSSPVAATPASVNTTPDKPKTASEHRKSSKPIMEKRRRARINESLSQLKTLILDALKKDSSRHSKLEKADILEMTVKHLRNLQRAQMTAALSTDPSVLGKYRAGFSECMNEVTRFLSTCEGVNTEVRTRLLGHLANCMTQINAMTYPGQPHPALQAPPPPPPGPGGPQHAPFAPPPPLVPIPGGAAPPPGGAPCKLGSQAGEAAKVFGGFQVVPAPDGQFAFLIPNGAFAHSGPVIPVYTSNSGTSVGPNAVSPSSGPSLTADSMWRPWRN. Result: 0 (no interaction). (7) The miRNA is mmu-miR-466j with sequence UGUGUGCAUGUGCAUGUGUGUAA. The protein sequence of the target gene is MALKNVPFRSEVLAWNSDNLADYFRKLNYRDCEKAVKKYHIDGARFLNLTENDIQKFPKLRMPLLSKLSQDINKNEERRSIFTRKPQIPRFLEETESHEEDDGGWSSFEDDYESPNDDDPDGEDDGDYESPNEEEQALVDDAADYEPPPSNNEEALQSSILPPNSFHNTNSMYIDRPPTGKVSQQPPVPPLRPKPALPPLPTGRNHSPLSPPHPNHEEPSRSGNNKTAKLPAPSIDRSTKPPLDRSLAPLDREPFILGKKPPFSDKPSAPLGREHLPKIQKPPLPPAMDRHERNERLGPV.... Result: 1 (interaction). (8) The miRNA is hsa-miR-6855-5p with sequence UUGGGGUUUGGGGUGCAGACAUUGC. The protein sequence of the target gene is MRRFKRKHLTVVDCHHLARSHLAVTQPFSQRWTNRDPNHGLYPRPRTKGRNRGRGCQRYISEFFLAGHQHCTNDMAKSNSVGQDSCQDAEGDMILTAESSCTLPQVDNGEARLGSSGSAQPARKRAHCFEEATESGQWDGVTKKTPRHRLFPSCSRLREARQGAEDSLSQCSPVPGEAGRDIEDIGPDPLPDSYYGLLGMLPCQEVPSHICRLPSEVLRHIFAFLPVEDLYWNLSLVCHLWREIINDPLFIPWKKLYHRYLINEEQAVSKVDGILSSHGIEKDSDLCVLNLIRYTATTKC.... Result: 0 (no interaction). (9) The miRNA is rno-miR-30c-5p with sequence UGUAAACAUCCUACACUCUCAGC. The protein sequence of the target gene is MFPKVDNPLGHQETRTGATRSQRPQAPKATAASSDELSEESWPSSSWTPSPASTTEGQSTSPPCNLIDNEDSIVAKYINRFRQAQPTSREDRQPAGPTSADFWWLQPTADSSGHLAAGAGEPTGRSAVTGPSPTGVSSTSLASAPLQKVKQSLNSWNSSLLDLETLSLQSRAARLLKRSKASLNDASSSSFPISSDGLSPSSVTFNPDSNKSSNPKEPVLGAPGPSQAIPAPRPASSQATLKPEDDILYQWRQRRKLEQSLQGAGDGTWVLPRMPALTTQTPPVSAVNLGSQDTQPNCTA.... Result: 0 (no interaction).